This data is from Reaction yield outcomes from USPTO patents with 853,638 reactions. The task is: Predict the reaction yield, written as a fraction of the theoretical maximum amount of product (1.0 means a 100% yield; for example, 0.34 means a 34% yield). (1) The reactants are [CH:1]1([C:5]2[C:10]([O:11][CH2:12][C:13]3[N:17](COCC[Si](C)(C)C)[C:16]4[CH:26]=[CH:27][CH:28]=[CH:29][C:15]=4[N:14]=3)=[N:9][N:8]3[C:30]([C:33]4[CH:38]=[CH:37][C:36]([F:39])=[CH:35][C:34]=4[F:40])=[N:31][N:32]=[C:7]3[CH:6]=2)[CH2:4][CH2:3][CH2:2]1. The catalyst is Cl.C(O)C. The product is [NH:17]1[C:16]2[CH:26]=[CH:27][CH:28]=[CH:29][C:15]=2[N:14]=[C:13]1[CH2:12][O:11][C:10]1[C:5]([CH:1]2[CH2:2][CH2:3][CH2:4]2)=[CH:6][C:7]2[N:8]([C:30]([C:33]3[CH:38]=[CH:37][C:36]([F:39])=[CH:35][C:34]=3[F:40])=[N:31][N:32]=2)[N:9]=1. The yield is 0.420. (2) The reactants are [F:1][C:2]1[CH:7]=[C:6]([F:8])[CH:5]=[CH:4][C:3]=1[C:9]1[O:13][N:12]=[CH:11][C:10]=1[C:14](OCC)=[O:15].[H-].C([Al+]CC(C)C)C(C)C.Cl. The catalyst is O1CCCC1. The product is [F:1][C:2]1[CH:7]=[C:6]([F:8])[CH:5]=[CH:4][C:3]=1[C:9]1[O:13][N:12]=[CH:11][C:10]=1[CH2:14][OH:15]. The yield is 0.840. (3) The reactants are C([O:5][C:6]([N:8]1[CH2:14][CH2:13][C:12]2[C:15]([S:20][CH2:21][CH2:22][CH2:23][N:24]3[C:28]4[CH:29]=[CH:30][CH:31]=[CH:32][C:27]=4[NH:26][C:25]3=[O:33])=[C:16]([Cl:19])[CH:17]=[CH:18][C:11]=2[CH2:10][CH2:9]1)=[O:7])(C)(C)C.[C:34]([OH:40])([C:36](F)(F)F)=[O:35].Cl[CH2:42]Cl. No catalyst specified. The product is [C:6]([OH:5])(=[O:7])[CH2:42][CH2:36][C:34]([OH:40])=[O:35].[Cl:19][C:16]1[CH:17]=[CH:18][C:11]2[CH2:10][CH2:9][NH:8][CH2:14][CH2:13][C:12]=2[C:15]=1[S:20][CH2:21][CH2:22][CH2:23][N:24]1[C:28]2[CH:29]=[CH:30][CH:31]=[CH:32][C:27]=2[NH:26][C:25]1=[O:33]. The yield is 0.700. (4) The reactants are [CH3:1][O:2][C:3]([C:5]1[CH:13]=[C:12]2[C:8]([C:9]([CH:31]3[CH2:36][CH2:35][CH2:34][CH2:33][CH2:32]3)=[C:10]([C:14]3[CH:15]=[C:16]4[C:21](=[CH:22][CH:23]=3)[N:20]=[C:19]([C:24]3[S:28][C:27]([CH3:29])=[N:26][C:25]=3[CH3:30])[CH:18]=[CH:17]4)[NH:11]2)=[CH:7][CH:6]=1)=[O:4].[H-].[Na+].Cl[CH2:40][C:41]([N:43]1[CH2:48][CH2:47][O:46][CH2:45][CH2:44]1)=[O:42].Cl. The catalyst is CN(C=O)C. The product is [CH3:1][O:2][C:3]([C:5]1[CH:13]=[C:12]2[C:8]([C:9]([CH:31]3[CH2:36][CH2:35][CH2:34][CH2:33][CH2:32]3)=[C:10]([C:14]3[CH:15]=[C:16]4[C:21](=[CH:22][CH:23]=3)[N:20]=[C:19]([C:24]3[S:28][C:27]([CH3:29])=[N:26][C:25]=3[CH3:30])[CH:18]=[CH:17]4)[N:11]2[CH2:40][C:41]([N:43]2[CH2:48][CH2:47][O:46][CH2:45][CH2:44]2)=[O:42])=[CH:7][CH:6]=1)=[O:4]. The yield is 0.940. (5) The reactants are [C:1]([C:4]1[CH:5]=[C:6]([C:21]([NH:23][CH2:24][CH2:25][N:26]([CH3:28])[CH3:27])=[O:22])[CH:7]=[C:8]2[C:13]=1[O:12][C:11]([N:14]1[CH2:19][CH2:18][O:17][CH2:16][CH2:15]1)=[CH:10][C:9]2=[O:20])(=O)[CH3:2].[F:29][C:30]1[CH:36]=[CH:35][C:33]([NH2:34])=[CH:32][CH:31]=1.C(N(CC)CC)C.C(=O)([O-])[O-].[Na+].[Na+].C(O)(=O)C.[B-]C#N.[Na+]. The catalyst is C(Cl)Cl.CO.[Ti](Cl)(Cl)(Cl)Cl. The product is [CH3:28][N:26]([CH3:27])[CH2:25][CH2:24][NH:23][C:21]([C:6]1[CH:7]=[C:8]2[C:13](=[C:4]([CH:1]([NH:34][C:33]3[CH:35]=[CH:36][C:30]([F:29])=[CH:31][CH:32]=3)[CH3:2])[CH:5]=1)[O:12][C:11]([N:14]1[CH2:15][CH2:16][O:17][CH2:18][CH2:19]1)=[CH:10][C:9]2=[O:20])=[O:22]. The yield is 0.586. (6) The reactants are [CH3:1][CH:2]([CH3:17])[CH2:3][C:4]([N:6]1[CH2:11][CH2:10][CH2:9][C@H:8]([C:12](OCC)=[O:13])[CH2:7]1)=[O:5].[Li+].[Cl-].[BH4-].[Na+].C(O)(=O)CC(CC(O)=O)(C(O)=O)O. The catalyst is C1COCC1.C(Cl)Cl.O.C(O)C. The product is [OH:13][CH2:12][C@H:8]1[CH2:9][CH2:10][CH2:11][N:6]([C:4](=[O:5])[CH2:3][CH:2]([CH3:1])[CH3:17])[CH2:7]1. The yield is 0.960. (7) The reactants are [CH3:1][O:2][C:3]1[CH:8]=[CH:7][C:6]([N+:9]([O-:11])=[O:10])=[CH:5][C:4]=1[C:12]1[N:16]([CH3:17])[N:15]=[CH:14][CH:13]=1.[B-](F)(F)(F)[F:19].[B-](F)(F)(F)F.C1[N+]2(CCl)CC[N+](F)(CC2)C1. The catalyst is C(#N)C. The product is [F:19][C:13]1[CH:14]=[N:15][N:16]([CH3:17])[C:12]=1[C:4]1[CH:5]=[C:6]([N+:9]([O-:11])=[O:10])[CH:7]=[CH:8][C:3]=1[O:2][CH3:1]. The yield is 0.330. (8) The reactants are [Si:1]([O:8][C:9]1[CH:10]=[C:11]([C:17]([C:19]2[CH:24]=[C:23]([O:25][CH3:26])[CH:22]=[C:21]([O:27][CH3:28])[CH:20]=2)=O)[CH:12]=[CH:13][C:14]=1[O:15][CH3:16])([C:4]([CH3:7])([CH3:6])[CH3:5])([CH3:3])[CH3:2].C(OP([CH2:37][C:38]#[N:39])(=O)OCC)C.C[Si]([N-][Si](C)(C)C)(C)C.[Li+].O1C2C=CC(C(C3C=C(OC)C=C(OC)C=3)=CC#N)=CC=2OCC1. The catalyst is C1COCC1. The product is [C:4]([Si:1]([CH3:2])([CH3:3])[O:8][C:9]1[CH:10]=[C:11]([C:17]([C:19]2[CH:20]=[C:21]([O:27][CH3:28])[CH:22]=[C:23]([O:25][CH3:26])[CH:24]=2)=[CH:37][C:38]#[N:39])[CH:12]=[CH:13][C:14]=1[O:15][CH3:16])([CH3:6])([CH3:5])[CH3:7]. The yield is 0.740. (9) The reactants are [CH2:1]([N:3]1[CH2:8][CH2:7][N:6]([C:9]2[C:18]3[C:13](=[CH:14][CH:15]=[CH:16][CH:17]=3)[CH:12]=[C:11]([C:19]3[S:23][C:22]([CH:24]4OCCC[O:25]4)=[N:21][CH:20]=3)[N:10]=2)[CH2:5][CH2:4]1)[CH3:2].Cl.[OH-].[Na+]. The catalyst is O1CCCC1. The product is [CH2:1]([N:3]1[CH2:8][CH2:7][N:6]([C:9]2[C:18]3[C:13](=[CH:14][CH:15]=[CH:16][CH:17]=3)[CH:12]=[C:11]([C:19]3[S:23][C:22]([CH:24]=[O:25])=[N:21][CH:20]=3)[N:10]=2)[CH2:5][CH2:4]1)[CH3:2]. The yield is 0.800.